Dataset: Forward reaction prediction with 1.9M reactions from USPTO patents (1976-2016). Task: Predict the product of the given reaction. Given the reactants C([O:3][C:4]([C:6]1[N:11]=[C:10]([O:12][CH3:13])[CH:9]=[CH:8][N:7]=1)=O)C.[BH4-].[Na+], predict the reaction product. The product is: [CH3:13][O:12][C:10]1[CH:9]=[CH:8][N:7]=[C:6]([CH2:4][OH:3])[N:11]=1.